From a dataset of Full USPTO retrosynthesis dataset with 1.9M reactions from patents (1976-2016). Predict the reactants needed to synthesize the given product. (1) Given the product [CH2:1]1[S:5][C@H:4]([CH2:6][OH:7])[O:3][C@@H:2]1[N:8]1[C:13](=[O:14])[N:12]=[C:11]([NH2:15])[CH:10]=[CH:9]1.[C:16]([O-:28])(=[O:27])/[CH:17]=[CH:18]/[C:19]1[CH:26]=[CH:25][C:23]([OH:24])=[C:21]([OH:22])[CH:20]=1, predict the reactants needed to synthesize it. The reactants are: [CH2:1]1[S:5][C@H:4]([CH2:6][OH:7])[O:3][C@@H:2]1[N:8]1[C:13](=[O:14])[N:12]=[C:11]([NH2:15])[CH:10]=[CH:9]1.[C:16]([OH:28])(=[O:27])/[CH:17]=[CH:18]/[C:19]1[CH:26]=[CH:25][C:23]([OH:24])=[C:21]([OH:22])[CH:20]=1. (2) Given the product [C:1]([CH2:3][CH2:4][NH:5][C:6]([C:8]1[C:12]([NH:13][C:14]([C:16]2[CH:21]=[CH:20][CH:19]=[C:18]([CH3:22])[N:17]=2)=[O:15])=[CH:11][NH:10][N:9]=1)=[O:7])#[N:2], predict the reactants needed to synthesize it. The reactants are: [C:1]([CH2:3][CH2:4][NH:5][C:6]([C:8]1[C:12]([NH:13][C:14]([C:16]2[CH:21]=[CH:20][CH:19]=[C:18]([CH3:22])[N:17]=2)=[O:15])=[CH:11][N:10](C2CCCCO2)[N:9]=1)=[O:7])#[N:2].O.C1(C)C=CC(S(O)(=O)=O)=CC=1.